This data is from Aqueous solubility values for 9,982 compounds from the AqSolDB database. The task is: Regression/Classification. Given a drug SMILES string, predict its absorption, distribution, metabolism, or excretion properties. Task type varies by dataset: regression for continuous measurements (e.g., permeability, clearance, half-life) or binary classification for categorical outcomes (e.g., BBB penetration, CYP inhibition). For this dataset (solubility_aqsoldb), we predict Y. (1) The drug is CC(=O)N[C@@H](CSc1ccc(Cl)c(Cl)c1)C(=O)O. The Y is -2.89 log mol/L. (2) The Y is -2.29 log mol/L. The compound is CCC1(c2ccccc2)C(=O)NC(=O)NC1=O. (3) The drug is Clc1cc(-c2c(Cl)cc(Cl)c(Cl)c2Cl)c(Cl)c(Cl)c1Cl. The Y is -9.42 log mol/L. (4) The compound is CCOP(=S)(NC(C)CC)Oc1cc(C)ccc1[N+](=O)[O-]. The Y is -4.81 log mol/L. (5) The drug is S. The Y is -5.53 log mol/L. (6) The drug is Nc1c2ccccc2nc2ccc(F)cc12. The Y is -2.40 log mol/L.